From a dataset of Catalyst prediction with 721,799 reactions and 888 catalyst types from USPTO. Predict which catalyst facilitates the given reaction. (1) Reactant: [NH2:1][C:2]1[C:7]([F:8])=[CH:6][C:5]([N:9]2[CH2:14][CH2:13][N:12]([CH:15](O)[CH3:16])[CH2:11][CH2:10]2)=[C:4]([F:18])[CH:3]=1.Cl[C:20]1[N:29]=[CH:28][C:27]2[C:22](=[C:23]([C:30]3[CH:31]=[C:32]([NH:36][C:37](=[O:40])[CH:38]=[CH2:39])[CH:33]=[CH:34][CH:35]=3)[CH:24]=[CH:25][CH:26]=2)[N:21]=1.C(O)(C(F)(F)F)=[O:42]. Product: [F:8][C:7]1[CH:6]=[C:5]([N:9]2[CH2:14][CH2:13][N:12]([CH2:15][CH2:16][OH:42])[CH2:11][CH2:10]2)[C:4]([F:18])=[CH:3][C:2]=1[NH:1][C:20]1[N:29]=[CH:28][C:27]2[C:22](=[C:23]([C:30]3[CH:31]=[C:32]([NH:36][C:37](=[O:40])[CH:38]=[CH2:39])[CH:33]=[CH:34][CH:35]=3)[CH:24]=[CH:25][CH:26]=2)[N:21]=1. The catalyst class is: 114. (2) Reactant: C(OC(=O)[NH:7][C:8]1[CH:9]=[N:10][C:11]([S:38]([CH3:41])(=[O:40])=[O:39])=[CH:12][C:13]=1[C:14]#[C:15][CH2:16][C@@:17]([OH:37])([C:33]([F:36])([F:35])[F:34])[CH2:18][C:19]([C:22]1[CH:27]=[CH:26][C:25]([Cl:28])=[CH:24][C:23]=1[S:29]([CH3:32])(=[O:31])=[O:30])([CH3:21])[CH3:20])(C)(C)C.C1CCN2C(=NCCC2)CC1.[Cl-].[NH4+]. Product: [Cl:28][C:25]1[CH:26]=[CH:27][C:22]([C:19]([CH3:21])([CH3:20])[CH2:18][C@:17]([CH2:16][C:15]2[NH:7][C:8]3=[CH:9][N:10]=[C:11]([S:38]([CH3:41])(=[O:40])=[O:39])[CH:12]=[C:13]3[CH:14]=2)([OH:37])[C:33]([F:36])([F:35])[F:34])=[C:23]([S:29]([CH3:32])(=[O:30])=[O:31])[CH:24]=1. The catalyst class is: 5. (3) Reactant: [CH3:1][O:2][C:3]([N:5]([C:27]1[CH:32]=[CH:31][CH:30]=[CH:29][CH:28]=1)[NH:6][C:7]([C:9]1[C:18]2[C:13](=[CH:14][CH:15]=[CH:16][CH:17]=2)[N:12]=[C:11]([C:19]2[CH:24]=[CH:23][CH:22]=[CH:21][CH:20]=2)[C:10]=1[CH2:25]Br)=[O:8])=[O:4].[NH:33]1[CH2:38][CH2:37][O:36][CH2:35][CH2:34]1. Product: [CH3:1][O:2][C:3]([N:5]([C:27]1[CH:32]=[CH:31][CH:30]=[CH:29][CH:28]=1)[NH:6][C:7]([C:9]1[C:18]2[C:13](=[CH:14][CH:15]=[CH:16][CH:17]=2)[N:12]=[C:11]([C:19]2[CH:24]=[CH:23][CH:22]=[CH:21][CH:20]=2)[C:10]=1[CH2:25][N:33]1[CH2:38][CH2:37][O:36][CH2:35][CH2:34]1)=[O:8])=[O:4]. The catalyst class is: 1. (4) Reactant: [C:1]([O:5][C:6]([NH:8][C@H:9]([C:13]([OH:15])=[O:14])[CH2:10][S:11][CH3:12])=[O:7])([CH3:4])([CH3:3])[CH3:2].[CH2:16]([O:18][C:19](Cl)=[O:20])[CH3:17].C(N(CC)CC)C. Product: [C:1]([O:5][C:6]([NH:8][C@H:9]([C:13]([O:15][C:19]([O:18][CH2:16][CH3:17])=[O:20])=[O:14])[CH2:10][S:11][CH3:12])=[O:7])([CH3:4])([CH3:2])[CH3:3]. The catalyst class is: 20.